Dataset: Catalyst prediction with 721,799 reactions and 888 catalyst types from USPTO. Task: Predict which catalyst facilitates the given reaction. (1) Reactant: [OH:1][CH:2]1[C:7]([O:10][CH3:11])([O:8][CH3:9])[CH2:6][CH2:5][N:4]([C:12]([O:14][C:15]([CH3:18])([CH3:17])[CH3:16])=[O:13])[CH2:3]1.N1C=CC=CC=1.[C:25](OC(=O)C)(=[O:27])[CH3:26]. Product: [C:25]([O:1][CH:2]1[C:7]([O:8][CH3:9])([O:10][CH3:11])[CH2:6][CH2:5][N:4]([C:12]([O:14][C:15]([CH3:18])([CH3:17])[CH3:16])=[O:13])[CH2:3]1)(=[O:27])[CH3:26]. The catalyst class is: 13. (2) Reactant: [F:1][C:2]1[CH:7]=[CH:6][CH:5]=[C:4]([F:8])[C:3]=1[C:9]1[O:10][C:11]([C:17]2[CH:22]=[CH:21][C:20]([N:23]3[CH2:28][CH2:27][NH:26][CH2:25][CH2:24]3)=[CH:19][CH:18]=2)=[C:12]([C:14]([NH2:16])=[O:15])[N:13]=1.[CH3:29][N:30]=[C:31]=[O:32]. Product: [C:14]([C:12]1[N:13]=[C:9]([C:3]2[C:4]([F:8])=[CH:5][CH:6]=[CH:7][C:2]=2[F:1])[O:10][C:11]=1[C:17]1[CH:18]=[CH:19][C:20]([N:23]2[CH2:24][CH2:25][N:26]([C:31]([NH:30][CH3:29])=[O:32])[CH2:27][CH2:28]2)=[CH:21][CH:22]=1)(=[O:15])[NH2:16]. The catalyst class is: 2.